This data is from Forward reaction prediction with 1.9M reactions from USPTO patents (1976-2016). The task is: Predict the product of the given reaction. (1) Given the reactants Br[C:2]1[CH:7]=[CH:6][C:5]([NH:8][C:9](=[O:18])[O:10][CH2:11][C:12]2[CH:17]=[CH:16][CH:15]=[CH:14][CH:13]=2)=[CH:4][CH:3]=1.[Li]CCCC.CN([CH:27]=[O:28])C, predict the reaction product. The product is: [CH:27]([C:2]1[CH:7]=[CH:6][C:5]([NH:8][C:9](=[O:18])[O:10][CH2:11][C:12]2[CH:17]=[CH:16][CH:15]=[CH:14][CH:13]=2)=[CH:4][CH:3]=1)=[O:28]. (2) Given the reactants [CH2:1]([C:5]1[CH:6]=[C:7]2[C:12](=[C:13]([O:15][CH:16]3[CH2:21][CH2:20][NH:19][CH2:18][CH2:17]3)[CH:14]=1)[N:11]=[CH:10][CH:9]=[CH:8]2)[CH2:2][CH2:3][CH3:4].[CH:22]([CH:24]1[CH2:29][CH2:28][N:27]([C:30]([O:32][C:33]([CH3:36])([CH3:35])[CH3:34])=[O:31])[CH2:26][CH2:25]1)=O.C(O)(=O)C.C(O[BH-](OC(=O)C)OC(=O)C)(=O)C.[Na+], predict the reaction product. The product is: [CH2:1]([C:5]1[CH:6]=[C:7]2[C:12](=[C:13]([O:15][CH:16]3[CH2:17][CH2:18][N:19]([CH2:22][CH:24]4[CH2:29][CH2:28][N:27]([C:30]([O:32][C:33]([CH3:34])([CH3:36])[CH3:35])=[O:31])[CH2:26][CH2:25]4)[CH2:20][CH2:21]3)[CH:14]=1)[N:11]=[CH:10][CH:9]=[CH:8]2)[CH2:2][CH2:3][CH3:4]. (3) Given the reactants [NH:1]1[CH2:4][CH:3]([O:5][C:6]2[CH:21]=[CH:20][C:9]([CH2:10][N:11]3[CH2:16][CH2:15][N:14]([C:17](=[O:19])[CH3:18])[CH2:13][CH2:12]3)=[CH:8][CH:7]=2)[CH2:2]1.[C:22]1([C:28]2[O:32][C:31]([C:33](OCC)=[O:34])=[N:30][N:29]=2)[CH:27]=[CH:26][CH:25]=[CH:24][CH:23]=1, predict the reaction product. The product is: [C:22]1([C:28]2[O:32][C:31]([C:33]([N:1]3[CH2:2][CH:3]([O:5][C:6]4[CH:21]=[CH:20][C:9]([CH2:10][N:11]5[CH2:12][CH2:13][N:14]([C:17](=[O:19])[CH3:18])[CH2:15][CH2:16]5)=[CH:8][CH:7]=4)[CH2:4]3)=[O:34])=[N:30][N:29]=2)[CH:23]=[CH:24][CH:25]=[CH:26][CH:27]=1.